This data is from Peptide-MHC class I binding affinity with 185,985 pairs from IEDB/IMGT. The task is: Regression. Given a peptide amino acid sequence and an MHC pseudo amino acid sequence, predict their binding affinity value. This is MHC class I binding data. (1) The peptide sequence is DVHPGEPVVK. The MHC is HLA-A31:01 with pseudo-sequence HLA-A31:01. The binding affinity (normalized) is 0.0414. (2) The peptide sequence is AQLPRWVAT. The MHC is HLA-A02:12 with pseudo-sequence HLA-A02:12. The binding affinity (normalized) is 0.0847. (3) The peptide sequence is KFRRVFGEY. The MHC is HLA-A01:01 with pseudo-sequence HLA-A01:01. The binding affinity (normalized) is 0. (4) The peptide sequence is HFAIGLALY. The MHC is HLA-A24:02 with pseudo-sequence HLA-A24:02. The binding affinity (normalized) is 0.139. (5) The binding affinity (normalized) is 0.00305. The MHC is HLA-A33:01 with pseudo-sequence HLA-A33:01. The peptide sequence is SLQTIASKK.